Dataset: Catalyst prediction with 721,799 reactions and 888 catalyst types from USPTO. Task: Predict which catalyst facilitates the given reaction. (1) Reactant: [C:1]1([C:11]([C:13]2[N:14]=[C:15]([C@@H:18]3[CH2:23][N:22]4[CH2:24][CH2:25][CH2:26][C@@H:21]4[CH2:20][N:19]3C(OC(C)(C)C)=O)[S:16][CH:17]=2)=[O:12])[C:10]2[C:5](=[CH:6][CH:7]=[CH:8][CH:9]=2)[CH:4]=[CH:3][CH:2]=1.C(OCC)(=O)C.Cl. Product: [C:1]1([C:11]([C:13]2[N:14]=[C:15]([C@@H:18]3[CH2:23][N:22]4[CH2:24][CH2:25][CH2:26][C@@H:21]4[CH2:20][NH:19]3)[S:16][CH:17]=2)=[O:12])[C:10]2[C:5](=[CH:6][CH:7]=[CH:8][CH:9]=2)[CH:4]=[CH:3][CH:2]=1. The catalyst class is: 13. (2) Reactant: [NH2:1][C@H:2]([C:28]([OH:30])=[O:29])[CH2:3][CH2:4][CH2:5][NH:6][C:7](=[NH:27])[NH:8][S:9]([C:12]1[C:25]([CH3:26])=[C:23]([CH3:24])[C:22]2[O:21][C:18]([CH3:20])([CH3:19])[CH2:17][CH2:16][C:15]=2[C:13]=1[CH3:14])(=[O:11])=[O:10].[C:31](O[C:31]([O:32][CH2:33][CH:34]=[CH2:35])=[O:36])(=[O:36])[O:32][CH2:33][CH:34]=[CH2:35].C([O-])([O-])=O.[Na+].[Na+]. Product: [NH:1]([C:31]([O:32][CH2:33][CH:34]=[CH2:35])=[O:36])[C@H:2]([C:28]([OH:30])=[O:29])[CH2:3][CH2:4][CH2:5][NH:6][C:7](=[NH:27])[NH:8][S:9]([C:12]1[C:25]([CH3:26])=[C:23]([CH3:24])[C:22]2[O:21][C:18]([CH3:20])([CH3:19])[CH2:17][CH2:16][C:15]=2[C:13]=1[CH3:14])(=[O:11])=[O:10]. The catalyst class is: 127. (3) Reactant: [CH2:1]([O:3][C:4](=[O:11])[CH:5]1[CH2:10][CH2:9][NH:8][CH2:7][CH2:6]1)[CH3:2].C(N(CC)CC)C.[F:19][C:20]1[CH:28]=[CH:27][C:23]([C:24](Cl)=[O:25])=[CH:22][CH:21]=1. Product: [F:19][C:20]1[CH:28]=[CH:27][C:23]([C:24]([N:8]2[CH2:7][CH2:6][CH:5]([C:4]([O:3][CH2:1][CH3:2])=[O:11])[CH2:10][CH2:9]2)=[O:25])=[CH:22][CH:21]=1. The catalyst class is: 2. (4) Reactant: [CH3:1][O:2][C:3]([C:5]1[CH:6]=[C:7]([CH2:11][C:12]([OH:14])=O)[CH:8]=[CH:9][CH:10]=1)=[O:4].[Cl:15][C:16]1[CH:17]=[C:18]([CH:28]=[CH:29][C:30]=1[Cl:31])[CH2:19][N:20]1[CH2:25][CH2:24][O:23][CH:22]([CH2:26][NH2:27])[CH2:21]1.ON1C2C=CC=CC=2N=N1.Cl.CN(C)CCCN=C=NCC.C(N(CC)C(C)C)(C)C. Product: [Cl:15][C:16]1[CH:17]=[C:18]([CH:28]=[CH:29][C:30]=1[Cl:31])[CH2:19][N:20]1[CH2:25][CH2:24][O:23][CH:22]([CH2:26][NH:27][C:12](=[O:14])[CH2:11][C:7]2[CH:6]=[C:5]([CH:10]=[CH:9][CH:8]=2)[C:3]([O:2][CH3:1])=[O:4])[CH2:21]1. The catalyst class is: 4. (5) Reactant: [CH3:1][C:2]1[CH:7]=[CH:6][N:5]=[C:4]([NH:8][CH2:9][C:10](OC)=[O:11])[C:3]=1[N+:14]([O-])=O. Product: [CH3:1][C:2]1[C:3]2[NH:14][C:10](=[O:11])[CH2:9][NH:8][C:4]=2[N:5]=[CH:6][CH:7]=1. The catalyst class is: 349. (6) Reactant: [Cl:1][C:2]1[CH:30]=[CH:29][C:5]2[N:6]([CH2:24][CH2:25][CH2:26][CH2:27][F:28])[C:7]([CH2:9][N:10]3[C:14]4[CH:15]=[N:16][CH:17]=[CH:18][C:13]=4[N:12]([CH2:19][C:20](O)=[O:21])[C:11]3=[O:23])=[N:8][C:4]=2[CH:3]=1.C([N:34]([CH:37]([CH3:39])[CH3:38])CC)(C)C.C1(N)CC1.C[NH3+].F[P-](F)(F)(F)(F)F.N1(OC(N(C)C)=[N+](C)C)C2N=CC=CC=2N=N1.F[P-](F)(F)(F)(F)F. Product: [Cl:1][C:2]1[CH:30]=[CH:29][C:5]2[N:6]([CH2:24][CH2:25][CH2:26][CH2:27][F:28])[C:7]([CH2:9][N:10]3[C:14]4[CH:15]=[N:16][CH:17]=[CH:18][C:13]=4[N:12]([CH2:19][C:20]([NH:34][CH:37]4[CH2:39][CH2:38]4)=[O:21])[C:11]3=[O:23])=[N:8][C:4]=2[CH:3]=1. The catalyst class is: 18. (7) Reactant: [CH:1]1([S:4]([C:7]2[CH:12]=[CH:11][C:10](/[C:13](=[CH:25]\[CH:26]3[CH2:31][CH2:30][O:29][CH2:28][CH2:27]3)/[C:14](=O)[CH2:15][CH2:16][C:17]([C:19]3[S:20][CH:21]=[CH:22][N:23]=3)=O)=[CH:9][CH:8]=2)(=[O:6])=[O:5])[CH2:3][CH2:2]1.C([O-])(=O)C.[NH4+:36]. Product: [CH:1]1([S:4]([C:7]2[CH:8]=[CH:9][C:10](/[C:13](/[C:14]3[NH:36][C:17]([C:19]4[S:20][CH:21]=[CH:22][N:23]=4)=[CH:16][CH:15]=3)=[CH:25]\[CH:26]3[CH2:27][CH2:28][O:29][CH2:30][CH2:31]3)=[CH:11][CH:12]=2)(=[O:5])=[O:6])[CH2:3][CH2:2]1. The catalyst class is: 342.